Dataset: Catalyst prediction with 721,799 reactions and 888 catalyst types from USPTO. Task: Predict which catalyst facilitates the given reaction. (1) Reactant: [NH:1]1[CH2:6][CH2:5][CH:4]([NH:7][C:8](=[O:14])[O:9][C:10]([CH3:13])([CH3:12])[CH3:11])[CH2:3][CH2:2]1.C(N(CC)CC)C.[CH3:22][N:23]([CH3:28])[S:24](Cl)(=[O:26])=[O:25].C(OCC)(=O)C. Product: [CH3:22][N:23]([CH3:28])[S:24]([N:1]1[CH2:2][CH2:3][CH:4]([NH:7][C:8]([O:9][C:10]([CH3:11])([CH3:13])[CH3:12])=[O:14])[CH2:5][CH2:6]1)(=[O:26])=[O:25]. The catalyst class is: 4. (2) Reactant: [CH2:1]1[C@@H:6]([C:7]#[N:8])[N:5]([C:9]([C@@H:11]([NH2:23])[C:12]23[CH2:21][C:19]4([OH:22])[CH2:20][CH:14]([CH2:15][CH:16]([CH2:18]4)[CH2:17]2)[CH2:13]3)=[O:10])[C@@H:4]2[C@H:2]1[CH2:3]2.[C:24](=[O:26])=[O:25]. Product: [CH2:1]1[C@@H:6]([C:7]#[N:8])[N:5]([C:9]([C@@H:11]([NH2:23])[C:12]23[CH2:21][C:19]4([OH:22])[CH2:20][CH:14]([CH2:15][CH:16]([CH2:18]4)[CH2:17]2)[CH2:13]3)=[O:10])[C@@H:4]2[C@H:2]1[CH2:3]2.[C:24](=[O:10])([OH:26])[O-:25]. The catalyst class is: 8. (3) Reactant: Br[CH2:2][CH2:3][CH2:4][CH2:5][CH2:6][Br:7].[C:8]([O:13][CH2:14][CH3:15])(=[O:12])[CH:9]([CH3:11])[CH3:10].[Li+].CC([N-]C(C)C)C. Product: [Br:7][CH2:6][CH2:5][CH2:4][CH2:3][CH2:2][C:9]([CH3:11])([CH3:10])[C:8]([O:13][CH2:14][CH3:15])=[O:12]. The catalyst class is: 1.